This data is from Full USPTO retrosynthesis dataset with 1.9M reactions from patents (1976-2016). The task is: Predict the reactants needed to synthesize the given product. (1) Given the product [CH3:11][C@H:12]1[CH2:17][O:16][CH2:15][CH2:14][N:13]1[C:18]1[CH:23]=[C:22]([C:24]([S:27]([C:30]2[CH:35]=[CH:34][CH:33]=[CH:32][C:31]=2[C:36]([F:37])([F:38])[F:39])(=[O:29])=[O:28])([CH3:25])[CH3:26])[N:21]=[C:20]([C:40]2[CH:41]=[CH:42][C:43]([NH:44][C:2](=[O:3])[O:4][C:5]3[CH:10]=[CH:9][CH:8]=[CH:7][CH:6]=3)=[CH:45][CH:46]=2)[N:19]=1, predict the reactants needed to synthesize it. The reactants are: Cl[C:2]([O:4][C:5]1[CH:10]=[CH:9][CH:8]=[CH:7][CH:6]=1)=[O:3].[CH3:11][C@H:12]1[CH2:17][O:16][CH2:15][CH2:14][N:13]1[C:18]1[CH:23]=[C:22]([C:24]([S:27]([C:30]2[CH:35]=[CH:34][CH:33]=[CH:32][C:31]=2[C:36]([F:39])([F:38])[F:37])(=[O:29])=[O:28])([CH3:26])[CH3:25])[N:21]=[C:20]([C:40]2[CH:46]=[CH:45][C:43]([NH2:44])=[CH:42][CH:41]=2)[N:19]=1.C(=O)([O-])O.[Na+]. (2) Given the product [Cl:15][C:12]1[CH:13]=[CH:14][C:9]([O:8][CH2:7][C:6]([OH:5])=[O:18])=[C:10]([C:16]#[C:17][C:20]2[CH:25]=[CH:24][CH:23]=[C:22]([S:26]([CH2:29][CH2:30][OH:31])(=[O:28])=[O:27])[CH:21]=2)[CH:11]=1, predict the reactants needed to synthesize it. The reactants are: C([O:5][C:6](=[O:18])[CH2:7][O:8][C:9]1[CH:14]=[CH:13][C:12]([Cl:15])=[CH:11][C:10]=1[C:16]#[CH:17])(C)(C)C.Br[C:20]1[CH:21]=[C:22]([S:26]([CH2:29][CH2:30][OH:31])(=[O:28])=[O:27])[CH:23]=[CH:24][CH:25]=1. (3) The reactants are: [Cl:1][C:2]1[CH:7]=[CH:6][C:5]([C:8]2[N:13]=[C:12]([NH:14][CH2:15][C:16]3[CH:21]=[CH:20][C:19]([O:22][CH3:23])=[CH:18][C:17]=3[O:24][CH3:25])[C:11]([NH:26][CH2:27][C:28]3C=CC(OC)=CC=3OC)=[C:10]([C:38]([O:40][CH2:41][CH2:42][CH3:43])=[O:39])[N:9]=2)=[C:4]([F:44])[C:3]=1[O:45][CH3:46].FC(F)(F)C(O)=O.C(=O)C.C12(CS(O)(=O)=O)C(C)(C)C(CC1)CC2=O. Given the product [Cl:1][C:2]1[CH:7]=[CH:6][C:5]([C:8]2[N:13]=[C:12]3[C:11]([N:26]=[C:27]([CH3:28])[N:14]3[CH2:15][C:16]3[CH:21]=[CH:20][C:19]([O:22][CH3:23])=[CH:18][C:17]=3[O:24][CH3:25])=[C:10]([C:38]([O:40][CH2:41][CH2:42][CH3:43])=[O:39])[N:9]=2)=[C:4]([F:44])[C:3]=1[O:45][CH3:46], predict the reactants needed to synthesize it. (4) Given the product [Br:1][C:2]1[C:10]2[C:9]([NH:11][C:12]3[CH:13]=[C:14]4[CH:20]=[N:19][NH:18][C:15]4=[CH:16][N:17]=3)=[N:8][CH:7]=[N:6][C:5]=2[NH:4][C:3]=1[C:21]([NH:28][CH2:27][CH2:26][N:25]([CH3:29])[CH3:24])=[O:23], predict the reactants needed to synthesize it. The reactants are: [Br:1][C:2]1[C:10]2[C:9]([NH:11][C:12]3[CH:13]=[C:14]4[CH:20]=[N:19][NH:18][C:15]4=[CH:16][N:17]=3)=[N:8][CH:7]=[N:6][C:5]=2[NH:4][C:3]=1[C:21]([OH:23])=O.[CH3:24][N:25]([CH3:29])[CH2:26][CH2:27][NH2:28]. (5) Given the product [CH:1]1([NH:6][C:7]2[N:12]3[N:13]=[C:14]([C:28]4[CH:29]=[CH:30][C:31]([O:34][CH2:36][C:37]([O:39][CH2:40][CH3:41])=[O:38])=[CH:32][CH:33]=4)[C:15]([C:16]4[CH:21]=[CH:20][N:19]=[C:18]([NH:22][CH:23]5[CH2:24][CH2:25][CH2:26][CH2:27]5)[N:17]=4)=[C:11]3[CH:10]=[CH:9][CH:8]=2)[CH2:2][CH2:3][CH2:4][CH2:5]1, predict the reactants needed to synthesize it. The reactants are: [CH:1]1([NH:6][C:7]2[N:12]3[N:13]=[C:14]([C:28]4[CH:33]=[CH:32][C:31]([OH:34])=[CH:30][CH:29]=4)[C:15]([C:16]4[CH:21]=[CH:20][N:19]=[C:18]([NH:22][CH:23]5[CH2:27][CH2:26][CH2:25][CH2:24]5)[N:17]=4)=[C:11]3[CH:10]=[CH:9][CH:8]=2)[CH2:5][CH2:4][CH2:3][CH2:2]1.Br[CH2:36][C:37]([O:39][CH2:40][CH3:41])=[O:38].C(=O)([O-])[O-].[K+].[K+].O. (6) Given the product [NH2:9][C:4]1[C:3]([C:25]#[C:24][CH:21]2[CH2:20][CH2:19][N:18]([C:16]([O:15][C:11]([CH3:14])([CH3:13])[CH3:12])=[O:17])[CH2:23][CH2:22]2)=[C:2]([Cl:1])[N:7]=[C:6]([CH3:8])[N:5]=1, predict the reactants needed to synthesize it. The reactants are: [Cl:1][C:2]1[N:7]=[C:6]([CH3:8])[N:5]=[C:4]([NH2:9])[C:3]=1I.[C:11]([O:15][C:16]([N:18]1[CH2:23][CH2:22][CH:21]([C:24]#[CH:25])[CH2:20][CH2:19]1)=[O:17])([CH3:14])([CH3:13])[CH3:12].C(NC(C)C)(C)C. (7) Given the product [F:13][C:10]1[CH:11]=[CH:12][C:7]([C:6]2[N:5]([CH2:14][C@H:15]3[CH2:20][CH2:19][C@@H:18]([OH:21])[CH2:17][CH2:16]3)[N:4]=[C:3]([CH3:22])[C:2]=2[C:31]2[CH:32]=[CH:33][C:34]3[O:39][CH2:38][C:37](=[O:40])[NH:36][C:35]=3[CH:41]=2)=[CH:8][CH:9]=1, predict the reactants needed to synthesize it. The reactants are: Br[C:2]1[C:3]([CH3:22])=[N:4][N:5]([CH2:14][CH:15]2[CH2:20][CH2:19][CH:18]([OH:21])[CH2:17][CH2:16]2)[C:6]=1[C:7]1[CH:12]=[CH:11][C:10]([F:13])=[CH:9][CH:8]=1.CC1(C)C(C)(C)OB([C:31]2[CH:32]=[CH:33][C:34]3[O:39][CH2:38][C:37](=[O:40])[NH:36][C:35]=3[CH:41]=2)O1.C(=O)([O-])[O-].[Cs+].[Cs+].